Dataset: Forward reaction prediction with 1.9M reactions from USPTO patents (1976-2016). Task: Predict the product of the given reaction. (1) Given the reactants [Cl:1][C:2]1[CH:7]=[C:6](Cl)[N:5]=[C:4]([NH2:9])[CH:3]=1.[CH3:10]B1OB(C)OB(C)O1.C([O-])([O-])=O.[K+].[K+], predict the reaction product. The product is: [Cl:1][C:2]1[CH:7]=[C:6]([CH3:10])[N:5]=[C:4]([NH2:9])[CH:3]=1. (2) Given the reactants [C:1]([O:9][CH2:10][CH3:11])(=[O:8])[CH2:2][C:3]([O:5][CH2:6][CH3:7])=[O:4].[H-].[Na+].Cl[CH2:15][C:16]1[N:17]=[C:18]([C:21]2[CH:26]=[C:25]([F:27])[CH:24]=[C:23]([C:28]([F:31])([F:30])[F:29])[CH:22]=2)[O:19][CH:20]=1.[I-].[Na+], predict the reaction product. The product is: [F:27][C:25]1[CH:24]=[C:23]([C:28]([F:29])([F:30])[F:31])[CH:22]=[C:21]([C:18]2[O:19][CH:20]=[C:16]([CH2:15][CH:2]([C:3]([O:5][CH2:6][CH3:7])=[O:4])[C:1]([O:9][CH2:10][CH3:11])=[O:8])[N:17]=2)[CH:26]=1. (3) The product is: [CH3:1][O:2][C:3]([C:5]1[C:13]2[C:8](=[CH:9][CH:10]=[C:11]([CH:15]=[O:16])[CH:12]=2)[NH:7][N:6]=1)=[O:4]. Given the reactants [CH3:1][O:2][C:3]([C:5]1[C:13]2[C:8](=[CH:9][CH:10]=[C:11](Br)[CH:12]=2)[NH:7][N:6]=1)=[O:4].[CH:15](O[Na])=[O:16], predict the reaction product. (4) Given the reactants C1N=C(N)C2N=CN([C@@H]3O[C@H](COP(OP(OC[C@H]4O[C@@H](N5C=C(C(N)=O)CC=C5)[C@H](O)[C@@H]4O)(O)=O)(O)=O)[C@@H](O)[C@H]3OP(O)(O)=O)C=2N=1.P(OC[C@@H](O)[C@@H](O)[C@H](O)[C@@H](O)C=O)(O)(O)=O.[Cl-].[Mg+2].[Cl-].[CH3:68][C@@:69]12[C@H:79]3[C:80]([CH2:82][C@:83]4([CH3:93])[C@@:87]([OH:92])([C:88]([CH2:90][OH:91])=[O:89])[CH2:86][CH2:85][C@H:84]4[C@@H:78]3[CH2:77][CH2:76][C:75]1=[CH:74][C:72](=[O:73])[CH2:71][CH2:70]2)=[O:81].C[C@@]12CC[C@]3(C)C(=CC([C@H]4[C@@]3(C)CC[C@@H]3[C@]4(C)CC[C@H](OC(CCC(O)=O)=O)C3(C)C)=O)[C@@H]1C[C@](C(O)=O)(C)CC2, predict the reaction product. The product is: [CH3:68][C@@:69]12[C@H:79]3[C@@H:80]([OH:81])[CH2:82][C@:83]4([CH3:93])[C@@:87]([OH:92])([C:88]([CH2:90][OH:91])=[O:89])[CH2:86][CH2:85][C@H:84]4[C@@H:78]3[CH2:77][CH2:76][C:75]1=[CH:74][C:72](=[O:73])[CH2:71][CH2:70]2. (5) Given the reactants [CH:1]1([NH:6][C:7]2[N:15]=[CH:14][N:13]=[C:12]3[C:8]=2[N:9]=[CH:10][N:11]3[C@H:16]2[CH:20]([OH:21])[C@H:19]([OH:22])[C@@H:18]([CH2:23][C:24]#[CH:25])[O:17]2)[CH2:5][CH2:4][CH2:3][CH2:2]1.[F:26][C:27]1[CH:32]=[CH:31][CH:30]=[CH:29][C:28]=1I.C1(NC2N=CN=C3C=2N=CN3[C@H]2[C@H](O)[C@H](O)[C@@H](C#C)O2)CCCC1.CCN(CC)CC, predict the reaction product. The product is: [CH:1]1([NH:6][C:7]2[N:15]=[CH:14][N:13]=[C:12]3[C:8]=2[N:9]=[CH:10][N:11]3[C@H:16]2[C@H:20]([OH:21])[C@H:19]([OH:22])[C@@H:18]([CH2:23][C:24]#[C:25][C:28]3[CH:29]=[CH:30][CH:31]=[CH:32][C:27]=3[F:26])[O:17]2)[CH2:2][CH2:3][CH2:4][CH2:5]1. (6) The product is: [F:1][C:2]1[CH:7]=[CH:6][C:5]([CH:8]([NH:23][S@@:21]([C:18]([CH3:20])([CH3:19])[CH3:17])=[O:22])[CH3:9])=[CH:4][C:3]=1[O:11][CH2:12][C:13]([F:16])([F:15])[F:14]. Given the reactants [F:1][C:2]1[CH:7]=[CH:6][C:5]([C:8](=O)[CH3:9])=[CH:4][C:3]=1[O:11][CH2:12][C:13]([F:16])([F:15])[F:14].[CH3:17][C:18]([S@:21]([NH2:23])=[O:22])([CH3:20])[CH3:19], predict the reaction product. (7) Given the reactants [CH3:1][N:2]([CH3:11])[C:3]([C:5]1[CH:6]=[N:7][N:8]([CH3:10])[CH:9]=1)=[O:4].[CH3:12]N1C=C(C(O)=O)C=N1.N1CCC1, predict the reaction product. The product is: [N:2]1([C:3]([C:5]2[CH:6]=[N:7][N:8]([CH3:10])[CH:9]=2)=[O:4])[CH2:11][CH2:12][CH2:1]1. (8) Given the reactants [CH3:1][O:2][C:3]1[CH:8]=[CH:7][CH:6]=[CH:5][C:4]=1[NH:9][S:10]([C:13]1[CH:18]=[CH:17][CH:16]=[CH:15][C:14]=1[CH3:19])(=[O:12])=[O:11].Br[CH2:21][C:22]([O:24]C(C)(C)C)=[O:23], predict the reaction product. The product is: [CH3:1][O:2][C:3]1[CH:8]=[CH:7][CH:6]=[CH:5][C:4]=1[N:9]([CH2:21][C:22]([OH:24])=[O:23])[S:10]([C:13]1[C:14]([CH3:19])=[CH:15][CH:16]=[CH:17][CH:18]=1)(=[O:12])=[O:11]. (9) Given the reactants [CH2:1]([N:3]([CH2:7][CH2:8][N:9]1[C:13](=[O:14])[C:12]2=[CH:15][CH:16]=[CH:17][CH:18]=[C:11]2[C:10]1=[O:19])[CH2:4][CH2:5]O)[CH3:2].C(N(S(F)(F)[F:26])CC)C.ClCCl.C(=O)([O-])[O-].[Na+].[Na+], predict the reaction product. The product is: [CH2:1]([N:3]([CH2:7][CH2:8][N:9]1[C:13](=[O:14])[C:12]2=[CH:15][CH:16]=[CH:17][CH:18]=[C:11]2[C:10]1=[O:19])[CH2:4][CH2:5][F:26])[CH3:2]. (10) The product is: [NH2:16][CH2:15][C:12]1[CH:13]=[CH:14][C:9]([S:6]([NH:5][C:1]([CH3:3])([CH3:2])[CH3:4])(=[O:8])=[O:7])=[CH:10][C:11]=1[CH3:17]. Given the reactants [C:1]([NH:5][S:6]([C:9]1[CH:14]=[CH:13][C:12]([C:15]#[N:16])=[C:11]([CH3:17])[CH:10]=1)(=[O:8])=[O:7])([CH3:4])([CH3:3])[CH3:2].Cl, predict the reaction product.